Dataset: Full USPTO retrosynthesis dataset with 1.9M reactions from patents (1976-2016). Task: Predict the reactants needed to synthesize the given product. Given the product [F:15][C:12]([F:14])([F:13])[C:11]1[N:6]2[N:5]=[CH:4][C:3]([C:1]#[C:2][C:27]3[CH:28]=[C:29]([S:33]([NH2:36])(=[O:35])=[O:34])[CH:30]=[N:31][CH:32]=3)=[C:7]2[N:8]=[C:9]([C:16]2[CH:21]=[CH:20][C:19]([C:22]([F:25])([F:24])[F:23])=[CH:18][CH:17]=2)[CH:10]=1, predict the reactants needed to synthesize it. The reactants are: [C:1]([C:3]1[CH:4]=[N:5][N:6]2[C:11]([C:12]([F:15])([F:14])[F:13])=[CH:10][C:9]([C:16]3[CH:21]=[CH:20][C:19]([C:22]([F:25])([F:24])[F:23])=[CH:18][CH:17]=3)=[N:8][C:7]=12)#[CH:2].Br[C:27]1[CH:28]=[C:29]([S:33]([NH2:36])(=[O:35])=[O:34])[CH:30]=[N:31][CH:32]=1.